This data is from Full USPTO retrosynthesis dataset with 1.9M reactions from patents (1976-2016). The task is: Predict the reactants needed to synthesize the given product. (1) Given the product [Cl:1][C:2]1[CH:3]=[C:4]([C:9]2[CH:21]=[CH:20][C:12]([C:13]([NH:15][S:16]([CH3:19])(=[O:18])=[O:17])=[O:14])=[CH:11][C:10]=2[O:22][CH:23]2[CH2:26][O:25][CH2:24]2)[CH:5]=[N:6][C:7]=1[O:41][C:36]1[CH:37]=[CH:38][C:39]([CH3:40])=[C:34]([Cl:33])[CH:35]=1, predict the reactants needed to synthesize it. The reactants are: [Cl:1][C:2]1[CH:3]=[C:4]([C:9]2[CH:21]=[CH:20][C:12]([C:13]([NH:15][S:16]([CH3:19])(=[O:18])=[O:17])=[O:14])=[CH:11][C:10]=2[O:22][CH:23]2[CH2:26][O:25][CH2:24]2)[CH:5]=[N:6][C:7]=1F.C([O-])([O-])=O.[Cs+].[Cs+].[Cl:33][C:34]1[CH:35]=[C:36]([OH:41])[CH:37]=[CH:38][C:39]=1[CH3:40]. (2) The reactants are: [CH2:1]([O:8][C:9]1[CH:13]=[CH:12][S:11][C:10]=1[C:14]([OH:16])=O)[C:2]1[CH:7]=[CH:6][CH:5]=[CH:4][CH:3]=1.C(Cl)(=O)C(Cl)=O.Cl.[CH3:24][NH:25][O:26][CH3:27].C([O-])([O-])=O.[K+].[K+]. Given the product [CH2:1]([O:8][C:9]1[CH:13]=[CH:12][S:11][C:10]=1[C:14]([N:25]([O:26][CH3:27])[CH3:24])=[O:16])[C:2]1[CH:3]=[CH:4][CH:5]=[CH:6][CH:7]=1, predict the reactants needed to synthesize it. (3) Given the product [Cl:19][C:20]1[CH:21]=[C:22]2[C:26](=[CH:27][CH:28]=1)[NH:25][CH:24]=[C:23]2[CH2:29][CH2:30][NH:31][C:35](=[O:39])[C:14]1[CH:15]=[CH:16][C:8]([O:7][C:3]2[CH:2]=[C:1]([CH3:17])[CH:6]=[CH:5][CH:4]=2)=[CH:9][CH:10]=1, predict the reactants needed to synthesize it. The reactants are: [C:1]1([CH3:17])[CH:6]=[CH:5][CH:4]=[C:3]([O:7][C:8]2[CH:9]=[C:10]([CH:14]=[CH:15][CH:16]=2)C(O)=O)[CH:2]=1.Cl.[Cl:19][C:20]1[CH:21]=[C:22]2[C:26](=[CH:27][CH:28]=1)[NH:25][CH:24]=[C:23]2[CH2:29][CH2:30][NH2:31].CN([C:35]([O:39]N1N=NC2C=CC=NC1=2)=[N+](C)C)C.F[P-](F)(F)(F)(F)F.C(N(CC)C(C)C)(C)C. (4) Given the product [Cl:36][C:33]1[CH:32]=[CH:31][C:30]([C:19]2[N:20]([CH2:23][C@H:24]([OH:29])[C:25]([F:26])([F:27])[F:28])[C:21](=[O:22])[N:17]([CH2:16][C:15]([NH:14][CH:3]([C:2]3[N:1]=[CH:40][O:39][N:38]=3)[C:4]3[CH:9]=[CH:8][CH:7]=[C:6]([C:10]([F:11])([F:13])[F:12])[CH:5]=3)=[O:37])[N:18]=2)=[CH:35][CH:34]=1, predict the reactants needed to synthesize it. The reactants are: [NH2:1]/[C:2](=[N:38]\[OH:39])/[CH:3]([NH:14][C:15](=[O:37])[CH2:16][N:17]1[C:21](=[O:22])[N:20]([CH2:23][C@H:24]([OH:29])[C:25]([F:28])([F:27])[F:26])[C:19]([C:30]2[CH:35]=[CH:34][C:33]([Cl:36])=[CH:32][CH:31]=2)=[N:18]1)[C:4]1[CH:9]=[CH:8][CH:7]=[C:6]([C:10]([F:13])([F:12])[F:11])[CH:5]=1.[CH:40](OCC)(OCC)OCC. (5) Given the product [C:27]([CH2:26][C:23]1[CH:22]=[CH:21][C:20]([N:18]([CH3:19])[C:17]([CH2:16][O:15][C:13]2[C:12]3[C:7](=[CH:8][C:9]([Cl:34])=[CH:10][C:11]=3[Cl:33])[CH:6]=[C:5]([C:3]([OH:4])=[O:2])[CH:14]=2)=[O:32])=[CH:25][CH:24]=1)([OH:29])=[O:28], predict the reactants needed to synthesize it. The reactants are: C[O:2][C:3]([C:5]1[CH:14]=[C:13]([O:15][CH2:16][C:17](=[O:32])[N:18]([C:20]2[CH:25]=[CH:24][C:23]([CH2:26][C:27]([O:29]CC)=[O:28])=[CH:22][CH:21]=2)[CH3:19])[C:12]2[C:7](=[CH:8][C:9]([Cl:34])=[CH:10][C:11]=2[Cl:33])[CH:6]=1)=[O:4].[Li+].[OH-]. (6) Given the product [CH3:24][N:26]([O:5][CH3:1])[C:21]([C@@H:17]1[CH2:18][C:19](=[O:20])[N:15]([C@@H:13]([C:7]2[CH:8]=[CH:9][CH:10]=[CH:11][CH:12]=2)[CH3:14])[CH2:16]1)=[O:23], predict the reactants needed to synthesize it. The reactants are: [C:1](Cl)(=[O:5])C(Cl)=O.[C:7]1([C@H:13]([N:15]2[C:19](=[O:20])[CH2:18][C@@H:17]([C:21]([OH:23])=O)[CH2:16]2)[CH3:14])[CH:12]=[CH:11][CH:10]=[CH:9][CH:8]=1.[CH2:24]([N:26](CC)CC)C.